Dataset: Full USPTO retrosynthesis dataset with 1.9M reactions from patents (1976-2016). Task: Predict the reactants needed to synthesize the given product. (1) Given the product [F:29][C:30]1[CH:31]=[C:32]([O:36][S:22]([C:25]([F:26])([F:27])[F:28])(=[O:23])=[O:24])[CH:33]=[N:34][CH:35]=1, predict the reactants needed to synthesize it. The reactants are: C(N(CC)CC)C.C1C=CC(N([S:22]([C:25]([F:28])([F:27])[F:26])(=[O:24])=[O:23])[S:22]([C:25]([F:28])([F:27])[F:26])(=[O:24])=[O:23])=CC=1.[F:29][C:30]1[CH:31]=[C:32]([OH:36])[CH:33]=[N:34][CH:35]=1. (2) Given the product [CH3:24][O:23][C:3]1[CH:4]=[C:5]([N:8]2[CH2:13][CH2:12][CH2:11][C@@H:10]([CH2:14][N:16]3[CH2:17][CH2:18][N:19]([CH3:22])[CH2:20][CH2:21]3)[CH2:9]2)[CH:6]=[CH:7][C:2]=1[NH2:1], predict the reactants needed to synthesize it. The reactants are: [NH2:1][C:2]1[CH:7]=[CH:6][C:5]([N:8]2[CH2:13][CH2:12][CH2:11][C@H:10]([C:14]([N:16]3[CH2:21][CH2:20][N:19]([CH3:22])[CH2:18][CH2:17]3)=O)[CH2:9]2)=[CH:4][C:3]=1[O:23][CH3:24].COC1C=C(N2CCC[C@@H](CN3CCN(C)CC3)C2)C=CC=1[N+]([O-])=O. (3) Given the product [CH2:1]([O:8][C:9]1[CH:14]=[C:13]([O:15][CH2:16][C:17]2[CH:22]=[CH:21][CH:20]=[CH:19][CH:18]=2)[C:12]([CH:23]([CH3:25])[CH3:24])=[CH:11][C:10]=1[C:26]([N:28]1[CH2:36][C:35]2[C:30](=[CH:31][CH:32]=[C:33]([O:37][CH2:39][CH2:40][CH2:41][N:42]3[CH2:47][CH2:46][O:45][CH2:44][CH2:43]3)[CH:34]=2)[CH2:29]1)=[O:27])[C:2]1[CH:7]=[CH:6][CH:5]=[CH:4][CH:3]=1, predict the reactants needed to synthesize it. The reactants are: [CH2:1]([O:8][C:9]1[CH:14]=[C:13]([O:15][CH2:16][C:17]2[CH:22]=[CH:21][CH:20]=[CH:19][CH:18]=2)[C:12]([CH:23]([CH3:25])[CH3:24])=[CH:11][C:10]=1[C:26]([N:28]1[CH2:36][C:35]2[C:30](=[CH:31][CH:32]=[C:33]([OH:37])[CH:34]=2)[CH2:29]1)=[O:27])[C:2]1[CH:7]=[CH:6][CH:5]=[CH:4][CH:3]=1.Cl[CH2:39][CH2:40][CH2:41][N:42]1[CH2:47][CH2:46][O:45][CH2:44][CH2:43]1.C([O-])([O-])=O.[K+].[K+]. (4) Given the product [Br:1][C:2]1[N:7]=[C:6]([C:8](=[O:11])[NH:9][CH3:10])[C:5]([NH:12][C:13]2[C:18]([C:19]([F:21])([F:20])[F:22])=[CH:17][N:16]=[C:15]([NH:23][C:24]3[CH:56]=[CH:55][C:27]([CH2:28][P:29](=[O:54])([O:33][CH2:34][C:35]4([CH2:39][N:40]5[CH:44]=[C:43]([B:45]6[O:49][C:48]([CH3:50])([CH3:51])[C:47]([CH3:53])([CH3:52])[O:46]6)[CH:42]=[N:41]5)[CH2:38][O:37][CH2:36]4)[O:30][CH2:31][CH3:32])=[C:26]([Cl:95])[C:25]=3[O:57][CH3:58])[N:14]=2)=[CH:4][CH:3]=1, predict the reactants needed to synthesize it. The reactants are: [Br:1][C:2]1[N:7]=[C:6]([C:8](=[O:11])[NH:9][CH3:10])[C:5]([NH:12][C:13]2[C:18]([C:19]([F:22])([F:21])[F:20])=[CH:17][N:16]=[C:15]([NH:23][C:24]3[CH:56]=[CH:55][C:27]([CH2:28][P:29](=[O:54])([O:33][CH2:34][C:35]4([CH2:39][N:40]5[CH:44]=[C:43]([B:45]6[O:49][C:48]([CH3:51])([CH3:50])[C:47]([CH3:53])([CH3:52])[O:46]6)[CH:42]=[N:41]5)[CH2:38][O:37][CH2:36]4)[O:30][CH2:31][CH3:32])=[CH:26][C:25]=3[O:57][CH3:58])[N:14]=2)=[CH:4][CH:3]=1.BrC1N=C(C(=O)NC)C(NC2C(C(F)(F)F)=CN=C(NC3C=CC(CP(=O)(O)OCC)=C([Cl:95])C=3OC)N=2)=CC=1.CC1(C)C(C)(C)OB(C2C=NN(CC3(CO)COC3)C=2)O1. (5) Given the product [CH3:16][C:13]1([C@@H:9]([NH:8][C:6]([C:46]2[C:44]3[C:43](=[N:42][CH:41]=[C:40]([C:38]4[CH:37]=[N:36][N:35]([CH2:33][CH3:34])[CH:39]=4)[N:45]=3)[NH:48][CH:47]=2)=[O:7])[C:10](=[O:12])[N:24]2[CH2:17][CH2:29][CH2:26][CH2:25]2)[CH2:14][CH2:15]1, predict the reactants needed to synthesize it. The reactants are: C(O[C:6]([NH:8][C@H:9]([C:13]1([CH3:16])[CH2:15][CH2:14]1)[C:10]([OH:12])=O)=[O:7])(C)(C)C.[C:17]([NH:24][C@@H:25](C(O)=O)[C:26]([CH3:29])(C)C)(OC(C)(C)C)=O.[CH2:33]([N:35]1[CH:39]=[C:38]([C:40]2[N:45]=[C:44]3[C:46](C(O)=O)=[CH:47][N:48](COCC[Si](C)(C)C)[C:43]3=[N:42][CH:41]=2)[CH:37]=[N:36]1)[CH3:34]. (6) Given the product [C:1]([O:4][C@H:5]1[C@H:10]([O:11][C:12](=[O:14])[CH3:13])[C@@H:9]([O:15][C:16](=[O:18])[CH3:17])[C@@H:8]([O:69][C@H:65]2[C@@H:66]([O:67][CH3:68])[C@@H:61]([NH:60][C:44]3[C:43](=[O:73])[C:42]4[CH:41]=[C:40]5[C:49]([C:50](=[O:57])[C@@:51]6([O:55][CH3:56])[C@@:38]([OH:75])([C:39]5=[O:74])[C:37]5[C:32]([OH:31])=[C:33]([C:77]([O:79][CH3:80])=[O:78])[C:34]([CH3:76])=[CH:35][C:36]=5[CH2:53][C@H:52]6[OH:54])=[C:48]([OH:58])[C:47]=4[C:46](=[O:59])[CH:45]=3)[O:62][C@@H:63]([CH3:72])[C@@H:64]2[O:70][CH3:71])[O:7][C@@H:6]1[CH2:26][O:27][C:28](=[O:30])[CH3:29])(=[O:3])[CH3:2], predict the reactants needed to synthesize it. The reactants are: [C:1]([O:4][C@H:5]1[C@H:10]([O:11][C:12](=[O:14])[CH3:13])[C@@H:9]([O:15][C:16](=[O:18])[CH3:17])[CH:8](OC(=N)C(Cl)(Cl)Cl)[O:7][C@@H:6]1[CH2:26][O:27][C:28](=[O:30])[CH3:29])(=[O:3])[CH3:2].[OH:31][C:32]1[C:37]2[C@@:38]3([OH:75])[C@@:51]([O:55][CH3:56])([C@H:52]([OH:54])[CH2:53][C:36]=2[CH:35]=[C:34]([CH3:76])[C:33]=1[C:77]([O:79][CH3:80])=[O:78])[C:50](=[O:57])[C:49]1[C:40](=[CH:41][C:42]2[C:43](=[O:73])[C:44]([NH:60][C@@H:61]4[C@H:66]([O:67][CH3:68])[C@H:65]([OH:69])[C@@H:64]([O:70][CH3:71])[C@H:63]([CH3:72])[O:62]4)=[CH:45][C:46](=[O:59])[C:47]=2[C:48]=1[OH:58])[C:39]3=[O:74]. (7) The reactants are: [F:1][C:2]1[CH:7]=[C:6]([O:8][CH3:9])[CH:5]=[C:4]([F:10])[C:3]=1[NH2:11].[Cl:12][C:13]1[N:18]=[CH:17][C:16]([CH:19]=O)=[CH:15][CH:14]=1.O. Given the product [Cl:12][C:13]1[N:18]=[CH:17][C:16]([CH:19]=[N:11][C:3]2[C:2]([F:1])=[CH:7][C:6]([O:8][CH3:9])=[CH:5][C:4]=2[F:10])=[CH:15][CH:14]=1, predict the reactants needed to synthesize it.